Dataset: Forward reaction prediction with 1.9M reactions from USPTO patents (1976-2016). Task: Predict the product of the given reaction. Given the reactants [CH3:1][C@H:2]1[CH2:7][O:6][CH2:5][CH2:4][N:3]1[C:8]1[CH:13]=[C:12]([CH2:14][S:15]([CH3:18])(=[O:17])=[O:16])[N:11]=[C:10]([C:19]2[CH:20]=[C:21]3[C:25](=[CH:26][CH:27]=2)[NH:24][C:23]([C:28]([O:30]CC)=[O:29])=[CH:22]3)[N:9]=1, predict the reaction product. The product is: [CH3:1][C@H:2]1[CH2:7][O:6][CH2:5][CH2:4][N:3]1[C:8]1[CH:13]=[C:12]([CH2:14][S:15]([CH3:18])(=[O:17])=[O:16])[N:11]=[C:10]([C:19]2[CH:20]=[C:21]3[C:25](=[CH:26][CH:27]=2)[NH:24][C:23]([C:28]([OH:30])=[O:29])=[CH:22]3)[N:9]=1.